From a dataset of Orexin1 receptor HTS with 218,158 compounds and 233 confirmed actives. Binary Classification. Given a drug SMILES string, predict its activity (active/inactive) in a high-throughput screening assay against a specified biological target. (1) The compound is S(=O)(=O)(N1C(CCCCC)C=C(C1c1ccc(F)cc1)C(O)=O)c1ccc(cc1)C. The result is 0 (inactive). (2) The drug is [O-][N+](=O)c1cc(/C(=N\N=C(\N)N)C)ccc1. The result is 0 (inactive). (3) The molecule is s1c(nn2c1nc(=O)c(c2N)/C=C1/C=C(O)C(=O)C=C1)CC(=O)N1CCCCC1. The result is 0 (inactive). (4) The molecule is s1c(C(=O)N2CCCC2)ccc1. The result is 0 (inactive). (5) The molecule is S(=O)(=O)(NC)c1ccc(CCC(=O)N2CCOCC2)cc1. The result is 0 (inactive).